Dataset: Full USPTO retrosynthesis dataset with 1.9M reactions from patents (1976-2016). Task: Predict the reactants needed to synthesize the given product. (1) Given the product [Cl:21][C:16]1[CH:17]=[CH:18][CH:19]=[CH:20][C:15]=1[C:3]1[C:2]([C:30]2[CH:35]=[CH:34][C:33]([OH:36])=[CH:32][CH:31]=2)=[C:6]([C:7]2[CH:12]=[CH:11][C:10]([O:13][CH3:14])=[CH:9][CH:8]=2)[O:5][N:4]=1, predict the reactants needed to synthesize it. The reactants are: Br[C:2]1[C:3]([C:15]2[CH:20]=[CH:19][CH:18]=[CH:17][C:16]=2[Cl:21])=[N:4][O:5][C:6]=1[C:7]1[CH:12]=[CH:11][C:10]([O:13][CH3:14])=[CH:9][CH:8]=1.CC1(C)C(C)(C)OB([C:30]2[CH:35]=[CH:34][C:33]([OH:36])=[CH:32][CH:31]=2)O1.O. (2) Given the product [Cl:14][C:13]1[C:4]2[N:3]=[C:2]3[NH:44][CH2:8][CH2:7][N:6]3[C:5]=2[C:10]([CH:15]([CH2:18][CH3:19])[CH2:16][CH3:17])=[CH:11][CH:12]=1, predict the reactants needed to synthesize it. The reactants are: Cl[C:2]1[N:6]([CH2:7][CH2:8]O)[C:5]2[C:10]([CH:15]([CH2:18][CH3:19])[CH2:16][CH3:17])=[CH:11][CH:12]=[C:13]([Cl:14])[C:4]=2[N:3]=1.C1(P(C2C=CC=CC=2)C2C=CC=CC=2)C=CC=CC=1.CCOC(/[N:44]=N/C(OCC)=O)=O.C1(=O)NC(=O)C2=CC=CC=C12. (3) Given the product [CH2:45]1[O:44][C:41]2[CH:42]=[CH:43][C:38]([CH2:37][C@H:33]3[CH2:32][O:35][C:34]3=[O:36])=[CH:39][C:40]=2[O:46]1, predict the reactants needed to synthesize it. The reactants are: C1(P(C2C=CC=CC=2)C2C=CC=CC=2)C=CC=CC=1.N(C(OC(C)C)=O)=NC([O-])=O.O[CH2:32][C@H:33]([CH2:37][C:38]1[CH:43]=[CH:42][C:41]2[O:44][CH2:45][O:46][C:40]=2[CH:39]=1)[C:34]([OH:36])=[O:35].